From a dataset of Full USPTO retrosynthesis dataset with 1.9M reactions from patents (1976-2016). Predict the reactants needed to synthesize the given product. (1) Given the product [F:18][C:19]1[CH:20]=[C:21]2[CH:27]=[CH:26][N:25]([NH:28][C:15]([C:11]3[C:12]([CH3:14])=[N:13][C:8]([C:4]4[CH:5]=[CH:6][CH:7]=[C:2]([F:1])[CH:3]=4)=[N:9][CH:10]=3)=[O:17])[C:22]2=[N:23][CH:24]=1, predict the reactants needed to synthesize it. The reactants are: [F:1][C:2]1[CH:3]=[C:4]([C:8]2[N:13]=[C:12]([CH3:14])[C:11]([C:15]([OH:17])=O)=[CH:10][N:9]=2)[CH:5]=[CH:6][CH:7]=1.[F:18][C:19]1[CH:20]=[C:21]2[CH:27]=[CH:26][N:25]([NH2:28])[C:22]2=[N:23][CH:24]=1.C[N+]1(C2N=C(OC)N=C(OC)N=2)CCOCC1.[Cl-]. (2) Given the product [NH2:10][C:9]1[O:8][N:7]=[C:6]([C:11]2[CH:16]=[CH:15][CH:14]=[CH:13][C:12]=2[F:17])[C:5]=1[C:3]([OH:4])=[O:2], predict the reactants needed to synthesize it. The reactants are: C[O:2][C:3]([C:5]1[C:6]([C:11]2[CH:16]=[CH:15][CH:14]=[CH:13][C:12]=2[F:17])=[N:7][O:8][C:9]=1[NH2:10])=[O:4].[OH-].[Na+].